From a dataset of Forward reaction prediction with 1.9M reactions from USPTO patents (1976-2016). Predict the product of the given reaction. (1) Given the reactants [N+:1]([C:4]1[CH:10]=[CH:9][C:7]([NH2:8])=[CH:6][CH:5]=1)([O-:3])=[O:2].[F:11][C:12]([F:23])([F:22])[C:13](O[C:13](=[O:14])[C:12]([F:23])([F:22])[F:11])=[O:14], predict the reaction product. The product is: [F:11][C:12]([F:23])([F:22])[C:13]([NH:8][C:7]1[CH:9]=[CH:10][C:4]([N+:1]([O-:3])=[O:2])=[CH:5][CH:6]=1)=[O:14]. (2) Given the reactants [C@H:1]1([NH2:11])[C:10]2[C:5](=[CH:6][CH:7]=[CH:8][CH:9]=2)[CH2:4][CH2:3][CH2:2]1.[CH:12](OCC)=[O:13], predict the reaction product. The product is: [C@H:1]1([NH:11][CH:12]=[O:13])[C:10]2[C:5](=[CH:6][CH:7]=[CH:8][CH:9]=2)[CH2:4][CH2:3][CH2:2]1. (3) Given the reactants [CH3:1][O:2][C@@H:3]1[C@H:9]2[O:10][CH2:11][C@@H:12]([O:13]S(C)(=O)=O)[C@H:8]2[O:7][C@H:4]1[O:5][CH3:6].C(=O)([O-])[O-].[K+].[K+].FC(F)(F)C(O)=O.[Br:31][C:32]1[CH:37]=[CH:36][C:35]([NH:38][C:39]2[C:48]3[C:43](=[CH:44][C:45](O)=[C:46]([O:49][CH3:50])[CH:47]=3)[N:42]=[CH:41][N:40]=2)=[CH:34][C:33]=1[Cl:52], predict the reaction product. The product is: [Br:31][C:32]1[CH:37]=[CH:36][C:35]([NH:38][C:39]2[C:48]3[C:43](=[CH:44][C:45]([O:13][C@H:12]4[CH2:11][O:10][C@@H:9]5[C@@H:3]([O:2][CH3:1])[C@@H:4]([O:7][C@H:8]45)[O:5][CH3:6])=[C:46]([O:49][CH3:50])[CH:47]=3)[N:42]=[CH:41][N:40]=2)=[CH:34][C:33]=1[Cl:52]. (4) Given the reactants C[Si](C)(C)CCOC(=O)C1C=CC=CC=1[B:13]1[O:17][C:16]([CH3:19])([CH3:18])[C:15]([CH3:21])([CH3:20])[O:14]1.[CH3:25][Si:26]([CH3:52])([CH3:51])[CH2:27][CH2:28][O:29][C:30](=[O:50])[C:31]1[CH:36]=[C:35](Br)[C:34]([Cl:38])=[CH:33][C:32]=1[O:39][CH2:40][CH2:41][CH2:42][C:43]([O:45][C:46]([CH3:49])([CH3:48])[CH3:47])=[O:44], predict the reaction product. The product is: [CH3:25][Si:26]([CH3:52])([CH3:51])[CH2:27][CH2:28][O:29][C:30](=[O:50])[C:31]1[CH:36]=[C:35]([B:13]2[O:17][C:16]([CH3:19])([CH3:18])[C:15]([CH3:21])([CH3:20])[O:14]2)[C:34]([Cl:38])=[CH:33][C:32]=1[O:39][CH2:40][CH2:41][CH2:42][C:43]([O:45][C:46]([CH3:49])([CH3:48])[CH3:47])=[O:44]. (5) Given the reactants C[O:2][C:3]([C:5]1[CH:14]=[CH:13][C:12]2[C:7](=[CH:8][CH:9]=[C:10]([O:15][CH:16]3[CH2:21][CH2:20][C:19]4([CH2:26][CH2:25][CH2:24][CH2:23][CH2:22]4)[CH2:18][CH2:17]3)[CH:11]=2)[CH:6]=1)=O.O1CCCC1.[AlH4-].[Li+], predict the reaction product. The product is: [CH2:20]1[C:19]2([CH2:22][CH2:23][CH2:24][CH2:25][CH2:26]2)[CH2:18][CH2:17][CH:16]([O:15][C:10]2[CH:11]=[C:12]3[C:7](=[CH:8][CH:9]=2)[CH:6]=[C:5]([CH2:3][OH:2])[CH:14]=[CH:13]3)[CH2:21]1. (6) Given the reactants Cl.[NH2:2][C:3]1[CH:4]=[CH:5][C:6]([NH:9][CH2:10][CH2:11][NH:12][C:13]([C:15]2[C:23]3[N:22]=[C:21]([C:24]4[S:25][CH:26]=[CH:27][CH:28]=4)[NH:20][C:19]=3[C:18]([OH:29])=[CH:17][CH:16]=2)=[O:14])=[N:7][CH:8]=1.CCN(C(C)C)C(C)C.[CH3:39][S:40](Cl)(=[O:42])=[O:41], predict the reaction product. The product is: [OH:29][C:18]1[C:19]2[NH:20][C:21]([C:24]3[S:25][CH:26]=[CH:27][CH:28]=3)=[N:22][C:23]=2[C:15]([C:13]([NH:12][CH2:11][CH2:10][NH:9][C:6]2[CH:5]=[CH:4][C:3]([NH:2][S:40]([CH3:39])(=[O:42])=[O:41])=[CH:8][N:7]=2)=[O:14])=[CH:16][CH:17]=1. (7) Given the reactants [CH3:1][CH:2]([CH3:22])[CH2:3][CH:4]([C:6]1[CH:11]=[CH:10][C:9]([C:12]2[CH:17]=[CH:16][C:15]([C:18]([F:21])([F:20])[F:19])=[CH:14][CH:13]=2)=[CH:8][CH:7]=1)[NH2:5].Cl[C:24]1[N:25]=[CH:26][C:27]([C:30]([O:32][CH3:33])=[O:31])=[N:28][CH:29]=1.C(N(C(C)C)CC)(C)C, predict the reaction product. The product is: [CH3:1][CH:2]([CH3:22])[CH2:3][CH:4]([NH:5][C:24]1[N:25]=[CH:26][C:27]([C:30]([O:32][CH3:33])=[O:31])=[N:28][CH:29]=1)[C:6]1[CH:11]=[CH:10][C:9]([C:12]2[CH:17]=[CH:16][C:15]([C:18]([F:19])([F:20])[F:21])=[CH:14][CH:13]=2)=[CH:8][CH:7]=1. (8) Given the reactants [Br:1][C:2]1[C:10]2[C:5](=[CH:6][CH:7]=[C:8]([C:11]([NH:13][CH2:14][CH2:15][CH2:16][N:17]3[CH2:22][CH2:21][O:20][CH2:19][CH2:18]3)=[O:12])[CH:9]=2)[NH:4][C:3]=1[C:23]1[C:24]([O:29][CH3:30])=[N:25][CH:26]=[CH:27][CH:28]=1.C(N(CC)C(C)C)(C)C.[C:40](O[C:40]([O:42][C:43]([CH3:46])([CH3:45])[CH3:44])=[O:41])([O:42][C:43]([CH3:46])([CH3:45])[CH3:44])=[O:41], predict the reaction product. The product is: [Br:1][C:2]1[C:10]2[C:5](=[CH:6][CH:7]=[C:8]([C:11](=[O:12])[NH:13][CH2:14][CH2:15][CH2:16][N:17]3[CH2:18][CH2:19][O:20][CH2:21][CH2:22]3)[CH:9]=2)[N:4]([C:40]([O:42][C:43]([CH3:46])([CH3:45])[CH3:44])=[O:41])[C:3]=1[C:23]1[C:24]([O:29][CH3:30])=[N:25][CH:26]=[CH:27][CH:28]=1. (9) Given the reactants [N+:1]([C:4]1[CH:5]=[C:6]([N:10]2[CH2:15][CH2:14][NH:13][CH2:12][CH2:11]2)[CH:7]=[CH:8][CH:9]=1)([O-])=O.C(N(CC)CC)C.[F:23][C:24]([F:30])([F:29])[S:25](Cl)(=[O:27])=[O:26], predict the reaction product. The product is: [F:23][C:24]([F:30])([F:29])[S:25]([N:13]1[CH2:14][CH2:15][N:10]([C:6]2[CH:5]=[C:4]([NH2:1])[CH:9]=[CH:8][CH:7]=2)[CH2:11][CH2:12]1)(=[O:27])=[O:26].